This data is from Peptide-MHC class II binding affinity with 134,281 pairs from IEDB. The task is: Regression. Given a peptide amino acid sequence and an MHC pseudo amino acid sequence, predict their binding affinity value. This is MHC class II binding data. (1) The binding affinity (normalized) is 0.868. The peptide sequence is AKKYFAATQFEPLAA. The MHC is HLA-DPA10103-DPB10601 with pseudo-sequence HLA-DPA10103-DPB10601. (2) The peptide sequence is ATQARAAAAAFEQAH. The MHC is DRB1_0701 with pseudo-sequence DRB1_0701. The binding affinity (normalized) is 0.353.